This data is from Full USPTO retrosynthesis dataset with 1.9M reactions from patents (1976-2016). The task is: Predict the reactants needed to synthesize the given product. (1) Given the product [F:11][C:4]1[CH:3]=[C:2]([C:15]2[CH:20]=[CH:19][N:18]=[CH:17][CH:16]=2)[CH:10]=[CH:9][C:5]=1[N:6]([CH3:8])[CH3:7], predict the reactants needed to synthesize it. The reactants are: Br[C:2]1[CH:10]=[CH:9][C:5]([N:6]([CH3:8])[CH3:7])=[C:4]([F:11])[CH:3]=1.C(B(CC)[C:15]1[CH:20]=[CH:19][N:18]=[CH:17][CH:16]=1)C.[OH-].[K+].C(OCC)(=O)C. (2) Given the product [Br:29][C:25]1[CH:24]=[C:23]([N:7]([C:1]2[CH:6]=[CH:5][CH:4]=[CH:3][CH:2]=2)[C:8]2[C:9]3[C:14]([C:15]4[CH:16]=[CH:17][CH:18]=[CH:19][C:20]=4[CH:21]=2)=[CH:13][CH:12]=[CH:11][CH:10]=3)[CH:28]=[CH:27][CH:26]=1, predict the reactants needed to synthesize it. The reactants are: [C:1]1([NH:7][C:8]2[C:9]3[C:14]([C:15]4[CH:16]=[CH:17][CH:18]=[CH:19][C:20]=4[CH:21]=2)=[CH:13][CH:12]=[CH:11][CH:10]=3)[CH:6]=[CH:5][CH:4]=[CH:3][CH:2]=1.Br[C:23]1[CH:28]=[CH:27][CH:26]=[C:25]([Br:29])[CH:24]=1.CC(C)([O-])C.[Na+]. (3) Given the product [NH2:1][C:2]1[CH:3]=[C:4]([NH:31][CH2:30][C:27]2[CH:26]=[CH:25][C:24]([CH3:23])=[CH:29][N:28]=2)[C:5]([C:13]#[N:14])=[C:6]([C:8]2[O:9][CH:10]=[CH:11][CH:12]=2)[N:7]=1, predict the reactants needed to synthesize it. The reactants are: [NH2:1][C:2]1[N:7]=[C:6]([C:8]2[O:9][CH:10]=[CH:11][CH:12]=2)[C:5]([C:13]#[N:14])=[C:4](OS(C(F)(F)F)(=O)=O)[CH:3]=1.[CH3:23][C:24]1[CH:25]=[CH:26][C:27]([CH2:30][NH2:31])=[N:28][CH:29]=1. (4) Given the product [CH3:19][O:18][C:15]1[CH:16]=[CH:17][C:12]([CH2:11][N:8]2[C:4]3=[N:5][CH:6]=[CH:7][C:2]([NH:20][CH:21]4[CH2:26][CH2:25][CH2:24][N:23]([C:27]([O:29][C:30]([CH3:33])([CH3:32])[CH3:31])=[O:28])[CH2:22]4)=[C:3]3[CH:10]=[CH:9]2)=[CH:13][CH:14]=1, predict the reactants needed to synthesize it. The reactants are: Br[C:2]1[CH:7]=[CH:6][N:5]=[C:4]2[N:8]([CH2:11][C:12]3[CH:17]=[CH:16][C:15]([O:18][CH3:19])=[CH:14][CH:13]=3)[CH:9]=[CH:10][C:3]=12.[NH2:20][CH:21]1[CH2:26][CH2:25][CH2:24][N:23]([C:27]([O:29][C:30]([CH3:33])([CH3:32])[CH3:31])=[O:28])[CH2:22]1.